Dataset: Forward reaction prediction with 1.9M reactions from USPTO patents (1976-2016). Task: Predict the product of the given reaction. Given the reactants [CH3:1][O:2][C:3]1[CH:4]=[C:5]([CH:8]=[CH:9][C:10]=1S(C(F)(F)F)(=O)=O)[CH:6]=[O:7].[CH3:18][C:19]1[C:20](B(O)O)=[CH:21][C:22]2[C:23]([CH3:32])([CH3:31])[CH2:24][CH2:25][C:26]([CH3:30])([CH3:29])[C:27]=2[CH:28]=1.C(=O)([O-])[O-].[K+].[K+], predict the reaction product. The product is: [CH3:18][C:19]1[C:20]([C:10]2[CH:9]=[CH:8][C:5]([CH:6]=[O:7])=[CH:4][C:3]=2[O:2][CH3:1])=[CH:21][C:22]2[C:23]([CH3:32])([CH3:31])[CH2:24][CH2:25][C:26]([CH3:30])([CH3:29])[C:27]=2[CH:28]=1.